From a dataset of Forward reaction prediction with 1.9M reactions from USPTO patents (1976-2016). Predict the product of the given reaction. (1) Given the reactants [CH3:1][O:2][C:3]([C:5]1[CH:6]=[C:7]2[C:11](=[CH:12][CH:13]=1)[NH:10][CH:9]=[CH:8]2)=[O:4].[CH2:14](Br)[C:15]1[CH:20]=[CH:19][CH:18]=[CH:17][CH:16]=1, predict the reaction product. The product is: [CH3:1][O:2][C:3]([C:5]1[CH:6]=[C:7]2[C:11](=[CH:12][CH:13]=1)[N:10]([CH2:14][C:15]1[CH:20]=[CH:19][CH:18]=[CH:17][CH:16]=1)[CH:9]=[CH:8]2)=[O:4]. (2) Given the reactants [F:1][C:2]([F:8])([F:7])[S:3]([O-:6])(=[O:5])=[O:4].ClCCl.C(N(CC)CC)C, predict the reaction product. The product is: [F:1][C:2]([F:8])([F:7])[S:3]([O:6][S:3]([C:2]([F:8])([F:7])[F:1])(=[O:5])=[O:4])(=[O:5])=[O:4]. (3) Given the reactants [Cl:1][C:2]1[C:10]([C:11]([F:14])([F:13])[F:12])=[CH:9][CH:8]=[CH:7][C:3]=1[C:4]([OH:6])=O.C(Cl)(=O)C(Cl)=O.O1CCCC1.[NH2:26][C:27]1[CH:28]=[C:29]([CH:46]=[CH:47][CH:48]=1)[O:30][C:31]1[CH:32]=[CH:33][C:34]2[N:35]([CH:37]=[C:38]([NH:40][C:41]([CH:43]3[CH2:45][CH2:44]3)=[O:42])[N:39]=2)[N:36]=1, predict the reaction product. The product is: [Cl:1][C:2]1[C:10]([C:11]([F:14])([F:13])[F:12])=[CH:9][CH:8]=[CH:7][C:3]=1[C:4]([NH:26][C:27]1[CH:48]=[CH:47][CH:46]=[C:29]([O:30][C:31]2[CH:32]=[CH:33][C:34]3[N:35]([CH:37]=[C:38]([NH:40][C:41]([CH:43]4[CH2:44][CH2:45]4)=[O:42])[N:39]=3)[N:36]=2)[CH:28]=1)=[O:6]. (4) Given the reactants Cl.[C:2](=N)([NH2:5])CC.Cl.[C:8]([NH2:11])(=N)[CH3:9].[CH3:12][C:13]1[N:14]=[C:15](O)[C:16]2[CH2:22][CH:21]([CH3:23])[N:20](C(C3C=CC=CC=3)C)[CH2:19][C:17]=2[N:18]=1.[Cl:33][C:34]1[C:42]([C:43]([F:46])([F:45])[F:44])=[CH:41][CH:40]=[CH:39][C:35]=1[C:36]([OH:38])=O.F[C:48]1C(C(F)(F)F)=CC=CC=1C(O)=O.FC1C(C(F)(F)F)=CC=CC=1C(Cl)=O, predict the reaction product. The product is: [Cl:33][C:34]1[C:42]([C:43]([F:46])([F:45])[F:44])=[CH:41][CH:40]=[CH:39][C:35]=1[C:36]([N:20]1[CH:21]([CH3:23])[CH2:22][C:16]2[C:15]([C:2]3[NH:5][N:11]=[CH:8][CH:9]=3)=[N:14][C:13]([CH2:12][CH3:48])=[N:18][C:17]=2[CH2:19]1)=[O:38]. (5) Given the reactants [Cl:1][C:2]1[C:11]([C:12]([OH:14])=O)=[CH:10][C:9]2[C:4](=[CH:5][CH:6]=[CH:7][CH:8]=2)[N:3]=1.CCN(CC)CC.[S:22]1[CH:26]=[CH:25][CH:24]=[C:23]1[CH2:27][NH2:28].CCCCCC, predict the reaction product. The product is: [Cl:1][C:2]1[C:11]([C:12]([NH:28][CH2:27][C:23]2[S:22][CH:26]=[CH:25][CH:24]=2)=[O:14])=[CH:10][C:9]2[C:4](=[CH:5][CH:6]=[CH:7][CH:8]=2)[N:3]=1. (6) Given the reactants [CH3:1][C:2]1[C:11]2[C:6](=[CH:7][CH:8]=[CH:9][CH:10]=2)[C:5]([C:12](Cl)=[O:13])=[CH:4][CH:3]=1.[CH:15]1[CH:23]=[CH:22][CH:21]=[C:20]2[C:16]=1[CH:17]=[C:18]1[CH2:27][CH2:26][CH2:25][CH2:24][N:19]12.[Cl-].[Cl-].C([Al+2])C, predict the reaction product. The product is: [CH3:1][C:2]1[C:11]2[C:6](=[CH:7][CH:8]=[CH:9][CH:10]=2)[C:5]([C:12]([C:17]2[C:16]3[C:20](=[CH:21][CH:22]=[CH:23][CH:15]=3)[N:19]3[CH2:24][CH2:25][CH2:26][CH2:27][C:18]=23)=[O:13])=[CH:4][CH:3]=1.